This data is from Catalyst prediction with 721,799 reactions and 888 catalyst types from USPTO. The task is: Predict which catalyst facilitates the given reaction. (1) Reactant: Br[C:2]1[N:7]=[C:6]([C:8]2[CH2:13][CH2:12][C:11]([CH3:15])([CH3:14])[CH2:10][CH:9]=2)[C:5]([NH:16][C:17]([C:19]2[N:20]([CH2:26][O:27][CH2:28][CH2:29][Si:30]([CH3:33])([CH3:32])[CH3:31])[CH:21]=[C:22]([C:24]#[N:25])[N:23]=2)=[O:18])=[CH:4][CH:3]=1.C([Sn](CCCC)(CCCC)[C:39]([O:41][CH2:42][CH3:43])=[CH2:40])CCC.CN(C=O)C. Product: [CH3:14][C:11]1([CH3:15])[CH2:12][CH2:13][C:8]([C:6]2[C:5]([NH:16][C:17]([C:19]3[N:20]([CH2:26][O:27][CH2:28][CH2:29][Si:30]([CH3:33])([CH3:32])[CH3:31])[CH:21]=[C:22]([C:24]#[N:25])[N:23]=3)=[O:18])=[CH:4][CH:3]=[C:2]([C:39]([O:41][CH2:42][CH3:43])=[CH2:40])[N:7]=2)=[CH:9][CH2:10]1. The catalyst class is: 518. (2) Reactant: CCCC[N+](CCCC)(CCCC)CCCC.[F-].[Cl:19][C:20]1[C:21]([C:49]2[CH:50]=[C:51]3[C:55](=[CH:56][CH:57]=2)[N:54]([CH2:58][CH2:59][OH:60])[CH:53]=[CH:52]3)=[CH:22][C:23]2[N:27]=[C:26]([O:28][C:29]3[CH:30]=[CH:31][C:32]([CH3:39])=[C:33]([CH:38]=3)[C:34]([O:36]C)=[O:35])[N:25](COCC[Si](C)(C)C)[C:24]=2[CH:48]=1. Product: [Cl:19][C:20]1[C:21]([C:49]2[CH:50]=[C:51]3[C:55](=[CH:56][CH:57]=2)[N:54]([CH2:58][CH2:59][OH:60])[CH:53]=[CH:52]3)=[CH:22][C:23]2[N:27]=[C:26]([O:28][C:29]3[CH:30]=[CH:31][C:32]([CH3:39])=[C:33]([CH:38]=3)[C:34]([OH:36])=[O:35])[NH:25][C:24]=2[CH:48]=1. The catalyst class is: 1. (3) Reactant: [F:1][C:2]1[CH:7]=[CH:6][C:5]([F:8])=[CH:4][C:3]=1[C:9]1[N:10]=[CH:11][O:12][C:13]=1[C:14]1[CH:15]=[CH:16][C:17]2[N:18]([C:20]([CH:23]([CH3:25])[CH3:24])=[N:21][N:22]=2)[CH:19]=1.[C:26]1([CH3:36])[CH:31]=[CH:30][C:29]([S:32]([OH:35])(=[O:34])=[O:33])=[CH:28][CH:27]=1. Product: [C:26]1([CH3:36])[CH:27]=[CH:28][C:29]([S:32]([OH:35])(=[O:33])=[O:34])=[CH:30][CH:31]=1.[F:1][C:2]1[CH:7]=[CH:6][C:5]([F:8])=[CH:4][C:3]=1[C:9]1[N:10]=[CH:11][O:12][C:13]=1[C:14]1[CH:15]=[CH:16][C:17]2[N:18]([C:20]([CH:23]([CH3:25])[CH3:24])=[N:21][N:22]=2)[CH:19]=1. The catalyst class is: 21.